Dataset: Full USPTO retrosynthesis dataset with 1.9M reactions from patents (1976-2016). Task: Predict the reactants needed to synthesize the given product. Given the product [CH2:1]([O:3][C:4]1[N:5]([C:38]2[CH:39]=[CH:40][CH:41]=[CH:42][CH:43]=2)[C:6]([C:32]2[CH:37]=[CH:36][CH:35]=[CH:34][CH:33]=2)=[C:7]([C:9]([N:11]2[CH2:16][CH2:15][N:14]([C:17]([O:19][C:20]([CH3:23])([CH3:21])[CH3:22])=[O:18])[CH2:13][C@H:12]2[CH2:24][S:25]([C:26]2[CH:27]=[CH:28][CH:29]=[CH:30][CH:31]=2)=[O:52])=[O:10])[N:8]=1)[CH3:2], predict the reactants needed to synthesize it. The reactants are: [CH2:1]([O:3][C:4]1[N:5]([C:38]2[CH:43]=[CH:42][CH:41]=[CH:40][CH:39]=2)[C:6]([C:32]2[CH:37]=[CH:36][CH:35]=[CH:34][CH:33]=2)=[C:7]([C:9]([N:11]2[CH2:16][CH2:15][N:14]([C:17]([O:19][C:20]([CH3:23])([CH3:22])[CH3:21])=[O:18])[CH2:13][C@H:12]2[CH2:24][S:25][C:26]2[CH:31]=[CH:30][CH:29]=[CH:28][CH:27]=2)=[O:10])[N:8]=1)[CH3:2].ClC1C=CC=C(C(OO)=[O:52])C=1.C(=O)(O)[O-].[Na+].